Dataset: Reaction yield outcomes from USPTO patents with 853,638 reactions. Task: Predict the reaction yield, written as a fraction of the theoretical maximum amount of product (1.0 means a 100% yield; for example, 0.34 means a 34% yield). (1) The reactants are [NH2:1][C:2]1[C:3]([N+:12]([O-:14])=[O:13])=[C:4]([CH:8]=[C:9]([Cl:11])[CH:10]=1)[C:5]([OH:7])=[O:6].[CH3:15]N(C(ON1N=NC2C=CC=NC1=2)=[N+](C)C)C.F[P-](F)(F)(F)(F)F.C[NH3+].F[P-](F)(F)(F)(F)F.N1(OC(N(C)C)=[N+](C)C)C2N=CC=CC=2N=N1.F[P-](F)(F)(F)(F)F.CCN(CC)CC. The yield is 0.640. The product is [NH2:1][C:2]1[C:3]([N+:12]([O-:14])=[O:13])=[C:4]([CH:8]=[C:9]([Cl:11])[CH:10]=1)[C:5]([O:7][CH3:15])=[O:6]. The catalyst is CO.C1COCC1. (2) The reactants are [F:1][C:2]1[CH:7]=[CH:6][C:5]([C:8]2[C:13]([C:14]3[CH:19]=[CH:18][N:17]=[CH:16][CH:15]=3)=[C:12]([C:20]3[CH:25]=[CH:24][C:23]([F:26])=[CH:22][CH:21]=3)[N:11]=[C:10]3[NH:27][N:28]=[CH:29][C:9]=23)=[CH:4][CH:3]=1.[Cl:30]N1C(=O)CCC1=O. The catalyst is CN(C=O)C. The product is [Cl:30][C:29]1[C:9]2[C:10](=[N:11][C:12]([C:20]3[CH:25]=[CH:24][C:23]([F:26])=[CH:22][CH:21]=3)=[C:13]([C:14]3[CH:15]=[CH:16][N:17]=[CH:18][CH:19]=3)[C:8]=2[C:5]2[CH:6]=[CH:7][C:2]([F:1])=[CH:3][CH:4]=2)[NH:27][N:28]=1. The yield is 0.790. (3) The catalyst is CN(C=O)C. The reactants are Cl[CH2:2][C@@H:3]([OH:31])[CH2:4][NH:5][C:6]([C:8]1[CH:9]=[N:10][N:11]2[CH:16]=[CH:15][C:14]([N:17]3[CH2:21][CH:20]([OH:22])[CH2:19][C@@H:18]3[C:23]3[CH:28]=[C:27]([F:29])[CH:26]=[CH:25][C:24]=3[OH:30])=[N:13][C:12]=12)=[O:7].C([O-])([O-])=O.[Cs+].[Cs+]. The yield is 0.162. The product is [F:29][C:27]1[CH:26]=[CH:25][C:24]2[O:30][CH2:2][C@@H:3]([OH:31])[CH2:4][NH:5][C:6](=[O:7])[C:8]3=[C:12]4[N:13]=[C:14]([CH:15]=[CH:16][N:11]4[N:10]=[CH:9]3)[N:17]3[C@H:18]([CH2:19][C@@H:20]([OH:22])[CH2:21]3)[C:23]=2[CH:28]=1. (4) The reactants are [F:1][C:2]1[CH:28]=[CH:27][C:26]([F:29])=[CH:25][C:3]=1[CH2:4][N:5]1[C:10](=[O:11])[CH2:9][NH:8][C:7]2[N:12]=[CH:13][C:14]([C:16]3[CH:24]=[CH:23][C:19]([C:20](O)=[O:21])=[CH:18][CH:17]=3)=[CH:15][C:6]1=2.[NH2:30][CH2:31][CH2:32][N:33]1[CH2:37][CH2:36][CH2:35][CH2:34]1. No catalyst specified. The product is [F:1][C:2]1[CH:28]=[CH:27][C:26]([F:29])=[CH:25][C:3]=1[CH2:4][N:5]1[C:10](=[O:11])[CH2:9][NH:8][C:7]2[N:12]=[CH:13][C:14]([C:16]3[CH:24]=[CH:23][C:19]([C:20]([NH:30][CH2:31][CH2:32][N:33]4[CH2:37][CH2:36][CH2:35][CH2:34]4)=[O:21])=[CH:18][CH:17]=3)=[CH:15][C:6]1=2. The yield is 0.250. (5) The reactants are [H-].[H-].[H-].[H-].[Li+].[Al+3].[CH3:7][C:8]([C:13]1[CH:18]=[CH:17][CH:16]=[CH:15][CH:14]=1)([CH3:12])[C:9](O)=[O:10]. The catalyst is C1COCC1. The product is [CH3:12][C:8]([C:13]1[CH:18]=[CH:17][CH:16]=[CH:15][CH:14]=1)([CH3:7])[CH2:9][OH:10]. The yield is 0.727. (6) The reactants are [NH2:1][C:2]1[CH:7]=[CH:6][C:5]([C:8]2[S:12][C:11]([C:13]([NH:16][S:17]([C:20]([F:23])([F:22])[F:21])(=[O:19])=[O:18])([CH3:15])[CH3:14])=[N:10][CH:9]=2)=[CH:4][CH:3]=1.[F:24][C:25]1[CH:30]=[C:29]([F:31])[C:28]([F:32])=[CH:27][C:26]=1[N:33]=[C:34]=[O:35]. No catalyst specified. The product is [F:23][C:20]([F:21])([F:22])[S:17]([NH:16][C:13]([C:11]1[S:12][C:8]([C:5]2[CH:4]=[CH:3][C:2]([NH:1][C:34]([NH:33][C:26]3[CH:27]=[C:28]([F:32])[C:29]([F:31])=[CH:30][C:25]=3[F:24])=[O:35])=[CH:7][CH:6]=2)=[CH:9][N:10]=1)([CH3:14])[CH3:15])(=[O:19])=[O:18]. The yield is 0.750.